Dataset: Full USPTO retrosynthesis dataset with 1.9M reactions from patents (1976-2016). Task: Predict the reactants needed to synthesize the given product. Given the product [C:12]([O:16][C:17](=[O:26])[NH:18][CH2:19][CH:20]1[CH2:21][CH2:22][N:23]([C:2]2[CH:7]=[CH:6][C:5]([C:8]([F:11])([F:10])[F:9])=[CH:4][CH:3]=2)[CH2:24][CH2:25]1)([CH3:15])([CH3:13])[CH3:14], predict the reactants needed to synthesize it. The reactants are: Br[C:2]1[CH:7]=[CH:6][C:5]([C:8]([F:11])([F:10])[F:9])=[CH:4][CH:3]=1.[C:12]([O:16][C:17](=[O:26])[NH:18][CH2:19][CH:20]1[CH2:25][CH2:24][NH:23][CH2:22][CH2:21]1)([CH3:15])([CH3:14])[CH3:13].C(=O)([O-])[O-].[Cs+].[Cs+].C1(P(C2C=CC=CC=2)C2C=CC3C(=CC=CC=3)C=2C2C3C(=CC=CC=3)C=CC=2P(C2C=CC=CC=2)C2C=CC=CC=2)C=CC=CC=1.